Dataset: NCI-60 drug combinations with 297,098 pairs across 59 cell lines. Task: Regression. Given two drug SMILES strings and cell line genomic features, predict the synergy score measuring deviation from expected non-interaction effect. Drug 1: CC1OCC2C(O1)C(C(C(O2)OC3C4COC(=O)C4C(C5=CC6=C(C=C35)OCO6)C7=CC(=C(C(=C7)OC)O)OC)O)O. Drug 2: CC=C1C(=O)NC(C(=O)OC2CC(=O)NC(C(=O)NC(CSSCCC=C2)C(=O)N1)C(C)C)C(C)C. Cell line: NCI/ADR-RES. Synergy scores: CSS=-4.85, Synergy_ZIP=-0.101, Synergy_Bliss=-4.42, Synergy_Loewe=-3.71, Synergy_HSA=-4.64.